From a dataset of Catalyst prediction with 721,799 reactions and 888 catalyst types from USPTO. Predict which catalyst facilitates the given reaction. (1) Reactant: [NH2:1][C:2]1[C:7]([C:8]2[CH:17]=[CH:16][C:11]([C:12]([O:14][CH3:15])=[O:13])=[C:10]([CH3:18])[CH:9]=2)=[CH:6][C:5](Br)=[CH:4][N:3]=1.[CH3:20][N:21]1[CH:25]=[C:24](B2OC(C)(C)C(C)(C)O2)[CH:23]=[N:22]1.COCCOC.C([O-])([O-])=O.[Na+].[Na+]. Product: [NH2:1][C:2]1[C:7]([C:8]2[CH:17]=[CH:16][C:11]([C:12]([O:14][CH3:15])=[O:13])=[C:10]([CH3:18])[CH:9]=2)=[CH:6][C:5]([C:24]2[CH:23]=[N:22][N:21]([CH3:20])[CH:25]=2)=[CH:4][N:3]=1. The catalyst class is: 25. (2) Product: [Br:8][C:9]1[CH:10]=[CH:11][C:12]([O:18][CH2:19][C:20]2[CH:25]=[CH:24][CH:23]=[C:22]([Cl:26])[CH:21]=2)=[C:13]([CH:17]=1)[C:14]([NH:7][C:3]1[CH:2]=[N:1][CH:6]=[CH:5][CH:4]=1)=[O:15]. Reactant: [N:1]1[CH:6]=[CH:5][CH:4]=[C:3]([NH2:7])[CH:2]=1.[Br:8][C:9]1[CH:10]=[CH:11][C:12]([O:18][CH2:19][C:20]2[CH:25]=[CH:24][CH:23]=[C:22]([Cl:26])[CH:21]=2)=[C:13]([CH:17]=1)[C:14](O)=[O:15].Cl.CN(C)CCCN=C=NCC.ON1C2C=CC=CC=2N=N1. The catalyst class is: 3. (3) Reactant: [CH3:1][C:2]1([C:13]([O:15]CC(C)C)=[O:14])[CH2:7][CH2:6][CH:5]([O:8][CH2:9][CH2:10][O:11][CH3:12])[CH2:4][CH2:3]1.[OH-].[Na+]. Product: [CH3:1][C:2]1([C:13]([OH:15])=[O:14])[CH2:3][CH2:4][CH:5]([O:8][CH2:9][CH2:10][O:11][CH3:12])[CH2:6][CH2:7]1. The catalyst class is: 12.